This data is from Full USPTO retrosynthesis dataset with 1.9M reactions from patents (1976-2016). The task is: Predict the reactants needed to synthesize the given product. (1) Given the product [CH2:1]([N:8]1[CH:12]=[C:11]([CH:13]([NH:22][C:23]2[CH:24]=[CH:25][C:26]([C:29]([NH:31][CH2:32][CH2:33][C:34]([OH:36])=[O:35])=[O:30])=[CH:27][CH:28]=2)[CH:15]2[CH2:20][CH2:19][CH2:18][CH2:17][CH2:16]2)[C:10]([CH3:21])=[N:9]1)[C:2]1[CH:7]=[CH:6][CH:5]=[CH:4][CH:3]=1, predict the reactants needed to synthesize it. The reactants are: [CH2:1]([N:8]1[CH:12]=[C:11]([CH:13]([CH:15]2[CH2:20][CH2:19][CH2:18][CH2:17][CH2:16]2)O)[C:10]([CH3:21])=[N:9]1)[C:2]1[CH:7]=[CH:6][CH:5]=[CH:4][CH:3]=1.[NH2:22][C:23]1[CH:28]=[CH:27][C:26]([C:29]([NH:31][CH2:32][CH2:33][C:34]([O:36]CC)=[O:35])=[O:30])=[CH:25][CH:24]=1. (2) Given the product [CH3:1][O:2][C:3]([C@H:5]1[C@H:9]([C:10]2[CH:15]=[CH:14][C:13]([Cl:16])=[CH:12][CH:11]=2)[CH2:8][N:7]([CH2:17][C:18]2[CH:19]=[CH:20][CH:21]=[CH:22][CH:23]=2)[CH2:6]1)=[O:4], predict the reactants needed to synthesize it. The reactants are: [CH3:1][O:2][C:3]([C@@H:5]1[C@H:9]([C:10]2[CH:15]=[CH:14][C:13]([Cl:16])=[CH:12][CH:11]=2)[CH2:8][N:7]([CH2:17][C:18]2[CH:23]=[CH:22][CH:21]=[CH:20][CH:19]=2)[CH2:6]1)=[O:4].C[O-].[Na+].S(=O)(=O)(O)O.C(=O)([O-])[O-].[Na+].[Na+]. (3) Given the product [CH3:16][O:17][CH2:18][CH2:19][O:20][C:21]1[CH:22]=[CH:23][C:24]2[N+:29]([O-:30])=[N:28][C:27]([NH:31][CH2:32][CH2:33][N:34]([CH3:36])[CH3:35])=[N+:26]([O-:6])[C:25]=2[CH:37]=1, predict the reactants needed to synthesize it. The reactants are: OO.FC(F)(F)C(OC(=O)C(F)(F)F)=[O:6].[CH3:16][O:17][CH2:18][CH2:19][O:20][C:21]1[CH:22]=[CH:23][C:24]2[N+:29]([O-:30])=[N:28][C:27]([NH:31][CH2:32][CH2:33][N:34]([CH3:36])[CH3:35])=[N:26][C:25]=2[CH:37]=1.FC(F)(F)C(O)=O.